Task: Predict which catalyst facilitates the given reaction.. Dataset: Catalyst prediction with 721,799 reactions and 888 catalyst types from USPTO (1) Reactant: Cl[C:2]1[C:11]2[C:6](=[CH:7][C:8]([S:12]([N:15](CC3C=CC(OC)=CC=3OC)[C:16]3[S:17][CH:18]=[CH:19][N:20]=3)(=[O:14])=[O:13])=[CH:9][CH:10]=2)[CH:5]=[CH:4][N:3]=1.Cl[C:33]1[CH:38]=[CH:37][C:36](B(O)O)=[C:35]([O:42][CH3:43])[CH:34]=1.P([O-])([O-])([O-])=O.[K+].[K+].[K+].[CH3:52][N:53]1[CH:57]=[C:56](B2OC(C)(C)C(C)(C)O2)[CH:55]=[N:54]1. Product: [CH3:43][O:42][C:35]1[CH:34]=[C:33]([C:56]2[CH:55]=[N:54][N:53]([CH3:52])[CH:57]=2)[CH:38]=[CH:37][C:36]=1[C:2]1[C:11]2[C:6](=[CH:7][C:8]([S:12]([NH:15][C:16]3[S:17][CH:18]=[CH:19][N:20]=3)(=[O:13])=[O:14])=[CH:9][CH:10]=2)[CH:5]=[CH:4][N:3]=1. The catalyst class is: 127. (2) Reactant: [C:1]([O:9][CH2:10][CH3:11])(=[O:8])[CH2:2][C:3]([O:5][CH2:6][CH3:7])=[O:4].[H-].[Na+].Cl[CH2:15][C:16](Cl)=[O:17]. Product: [CH2:10]([O:9][C:1]1[O:8][CH2:15][C:16](=[O:17])[C:2]=1[C:3]([O:5][CH2:6][CH3:7])=[O:4])[CH3:11]. The catalyst class is: 30.